From a dataset of Full USPTO retrosynthesis dataset with 1.9M reactions from patents (1976-2016). Predict the reactants needed to synthesize the given product. (1) Given the product [CH3:26][S:27]([O:1][CH:2]1[CH2:3][N:4]([C:6]2[S:7][CH:8]=[C:9]([CH2:11][NH:12][C:13]([O:15][CH2:16][C:17]3[CH:22]=[CH:21][C:20]([N+:23]([O-:25])=[O:24])=[CH:19][CH:18]=3)=[O:14])[N:10]=2)[CH2:5]1)(=[O:29])=[O:28], predict the reactants needed to synthesize it. The reactants are: [OH:1][CH:2]1[CH2:5][N:4]([C:6]2[S:7][CH:8]=[C:9]([CH2:11][NH:12][C:13]([O:15][CH2:16][C:17]3[CH:22]=[CH:21][C:20]([N+:23]([O-:25])=[O:24])=[CH:19][CH:18]=3)=[O:14])[N:10]=2)[CH2:3]1.[CH3:26][S:27](Cl)(=[O:29])=[O:28].C(N(CC)CC)C. (2) Given the product [NH4+:5].[OH-:1].[CH3:42][OH:43].[OH:1][CH:2]1[CH2:7][CH2:6][N:5]([C:8]([CH:10]2[CH2:15][CH2:14][CH:13]([NH:16][C:17]3[N:22]=[C:21]([N:23]4[C:27]5[CH:28]=[CH:29][CH:30]=[C:31]([C:35]6[C:34]([CH3:33])=[CH:38][S:37][CH:36]=6)[C:26]=5[N:25]=[N:24]4)[CH:20]=[CH:19][N:18]=3)[CH2:12][CH2:11]2)=[O:9])[CH2:4][CH2:3]1, predict the reactants needed to synthesize it. The reactants are: [OH:1][CH:2]1[CH2:7][CH2:6][N:5]([C:8]([CH:10]2[CH2:15][CH2:14][CH:13]([NH:16][C:17]3[N:22]=[C:21]([N:23]4[C:27]5[CH:28]=[CH:29][CH:30]=[C:31](I)[C:26]=5[N:25]=[N:24]4)[CH:20]=[CH:19][N:18]=3)[CH2:12][CH2:11]2)=[O:9])[CH2:4][CH2:3]1.[CH3:33][C:34]1[C:35](B(O)O)=[CH:36][S:37][CH:38]=1.[C:42]([O-])([O-])=[O:43].[Na+].[Na+].C1(C)C=CC=CC=1. (3) Given the product [CH2:17]([CH:21]1[CH2:26][CH2:25][N:24]([CH2:2][C@H:3]([CH3:16])[CH2:4][N:5]2[C:10]3[CH:11]=[CH:12][CH:13]=[CH:14][C:9]=3[O:8][CH2:7][C:6]2=[O:15])[CH2:23][CH2:22]1)[CH2:18][CH2:19][CH3:20], predict the reactants needed to synthesize it. The reactants are: I[CH2:2][C@H:3]([CH3:16])[CH2:4][N:5]1[C:10]2[CH:11]=[CH:12][CH:13]=[CH:14][C:9]=2[O:8][CH2:7][C:6]1=[O:15].[CH2:17]([CH:21]1[CH2:26][CH2:25][NH:24][CH2:23][CH2:22]1)[CH2:18][CH2:19][CH3:20]. (4) The reactants are: [C:1]([C:3]1[CH:4]=[N:5][C:6]([CH:12]([F:14])[F:13])=[C:7]([CH:11]=1)[C:8]([NH2:10])=[O:9])#[N:2].C(Cl)(=O)[C:16](Cl)=[O:17]. Given the product [C:1]([C:3]1[CH:4]=[N:5][C:6]([CH:12]([F:14])[F:13])=[C:7]([CH:11]=1)[C:8]([N:10]=[C:16]=[O:17])=[O:9])#[N:2], predict the reactants needed to synthesize it. (5) Given the product [Cl:1][C:2]1[CH:9]=[C:8]([N:10]([CH2:16][C:17]2[CH:22]=[CH:21][CH:20]=[CH:19][C:18]=2[Cl:23])[C@H:11]2[CH2:15][CH2:14][N:13]([CH2:25][C:26]3[CH:31]=[CH:30][CH:29]=[CH:28][N:27]=3)[CH2:12]2)[CH:7]=[CH:6][C:3]=1[C:4]#[N:5], predict the reactants needed to synthesize it. The reactants are: [Cl:1][C:2]1[CH:9]=[C:8]([N:10]([CH2:16][C:17]2[CH:22]=[CH:21][CH:20]=[CH:19][C:18]=2[Cl:23])[C@H:11]2[CH2:15][CH2:14][NH:13][CH2:12]2)[CH:7]=[CH:6][C:3]=1[C:4]#[N:5].Cl[CH2:25][C:26]1[CH:31]=[CH:30][CH:29]=[CH:28][N:27]=1.